This data is from Peptide-MHC class II binding affinity with 134,281 pairs from IEDB. The task is: Regression. Given a peptide amino acid sequence and an MHC pseudo amino acid sequence, predict their binding affinity value. This is MHC class II binding data. (1) The peptide sequence is DVLREPHLYTFSFRN. The MHC is HLA-DQA10301-DQB10302 with pseudo-sequence HLA-DQA10301-DQB10302. The binding affinity (normalized) is 0.0508. (2) The peptide sequence is ATERFRWLLIDLLRE. The MHC is H-2-IAb with pseudo-sequence H-2-IAb. The binding affinity (normalized) is 0.185. (3) The peptide sequence is EKDYFAATQFEPLAA. The MHC is DRB1_0101 with pseudo-sequence DRB1_0101. The binding affinity (normalized) is 0.573. (4) The peptide sequence is EKKYFLATQFEPLAA. The MHC is HLA-DPA10201-DPB11401 with pseudo-sequence HLA-DPA10201-DPB11401. The binding affinity (normalized) is 0.971. (5) The peptide sequence is SEIEEFRDRARVPLT. The MHC is DRB1_1201 with pseudo-sequence DRB1_1201. The binding affinity (normalized) is 0.117. (6) The peptide sequence is GDTMAEVELREHGSD. The MHC is HLA-DQA10401-DQB10402 with pseudo-sequence HLA-DQA10401-DQB10402. The binding affinity (normalized) is 0.344. (7) The peptide sequence is QASPDLLRGLLSTFI. The MHC is DRB1_1501 with pseudo-sequence DRB1_1501. The binding affinity (normalized) is 0.436.